Dataset: Catalyst prediction with 721,799 reactions and 888 catalyst types from USPTO. Task: Predict which catalyst facilitates the given reaction. (1) Reactant: Br[C:2]1[CH:3]=[N:4][C:5]([N:8]([CH2:18][C:19]2[CH:24]=[CH:23][C:22]([O:25][CH3:26])=[CH:21][C:20]=2[O:27][CH3:28])[CH:9]2[CH:14]3[CH2:15][CH2:16][N:11]([CH2:12][CH2:13]3)[CH:10]2[CH3:17])=[N:6][CH:7]=1.[F-].[K+].C(P(C(C)(C)C)[C:36]1[CH:41]=[CH:40][CH:39]=[CH:38][C:37]=1[C:36]1[CH:41]=[CH:40][CH:39]=[CH:38][CH:37]=1)(C)(C)C. Product: [CH3:28][O:27][C:20]1[CH:21]=[C:22]([O:25][CH3:26])[CH:23]=[CH:24][C:19]=1[CH2:18][N:8]([CH:9]1[CH:14]2[CH2:15][CH2:16][N:11]([CH2:12][CH2:13]2)[CH:10]1[CH3:17])[C:5]1[N:4]=[CH:3][C:2]([C:36]2[CH:41]=[CH:40][CH:39]=[CH:38][CH:37]=2)=[CH:7][N:6]=1. The catalyst class is: 167. (2) Reactant: [CH3:1][CH:2]([CH3:19])[C:3]([NH:5][C:6]1[CH:11]=[CH:10][C:9]([CH3:12])=[C:8]([CH:13]2[CH2:18][CH2:17][NH:16][CH2:15][CH2:14]2)[CH:7]=1)=[O:4].Cl[CH2:21][CH2:22][CH2:23][CH:24]([C:32]1[CH:37]=[CH:36][C:35]([F:38])=[CH:34][CH:33]=1)[C:25]1[CH:30]=[CH:29][C:28]([F:31])=[CH:27][CH:26]=1.[Na+].[I-].C([O-])([O-])=O.[K+].[K+]. Product: [F:31][C:28]1[CH:27]=[CH:26][C:25]([CH:24]([C:32]2[CH:33]=[CH:34][C:35]([F:38])=[CH:36][CH:37]=2)[CH2:23][CH2:22][CH2:21][N:16]2[CH2:17][CH2:18][CH:13]([C:8]3[CH:7]=[C:6]([NH:5][C:3](=[O:4])[CH:2]([CH3:19])[CH3:1])[CH:11]=[CH:10][C:9]=3[CH3:12])[CH2:14][CH2:15]2)=[CH:30][CH:29]=1. The catalyst class is: 18. (3) Reactant: [C:1]1([C:7]2[CH:8]=[C:9]3[C:14](=[CH:15][CH:16]=2)[C:13]([CH3:18])([CH3:17])[C:12](=[O:19])[C:11]([C:20]([NH:22][CH2:23][C:24]([O:26]C(C)(C)C)=[O:25])=[O:21])=[C:10]3[OH:31])[CH:6]=[CH:5][CH:4]=[CH:3][CH:2]=1. Product: [C:1]1([C:7]2[CH:8]=[C:9]3[C:14](=[CH:15][CH:16]=2)[C:13]([CH3:18])([CH3:17])[C:12](=[O:19])[C:11]([C:20]([NH:22][CH2:23][C:24]([OH:26])=[O:25])=[O:21])=[C:10]3[OH:31])[CH:2]=[CH:3][CH:4]=[CH:5][CH:6]=1. The catalyst class is: 67. (4) The catalyst class is: 541. Reactant: [CH3:1][C:2]1([CH3:32])[CH2:11][C:10]2[C:5](=[CH:6][CH:7]=[C:8]([C:12]([O:14][CH3:15])=[O:13])[CH:9]=2)[N:4]=[C:3]1[C:16]1[CH:21]=[CH:20][CH:19]=[C:18]([S:22](=[O:31])(=[O:30])[NH:23][C:24]2[CH:29]=[CH:28][CH:27]=[CH:26][CH:25]=2)[CH:17]=1. Product: [CH3:15][O:14][C:12]([C:8]1[CH:9]=[C:10]2[C:5](=[CH:6][CH:7]=1)[NH:4][CH:3]([C:16]1[CH:21]=[CH:20][CH:19]=[C:18]([S:22](=[O:31])(=[O:30])[NH:23][C:24]3[CH:25]=[CH:26][CH:27]=[CH:28][CH:29]=3)[CH:17]=1)[C:2]([CH3:32])([CH3:1])[CH2:11]2)=[O:13]. (5) Reactant: [Cl:1][C:2]1[CH:7]=[CH:6][C:5]([CH2:8][C:9]([C:11]2[CH:16]=[CH:15][C:14]([Cl:17])=[CH:13][C:12]=2[Cl:18])=[O:10])=[CH:4][CH:3]=1.C1C=C[NH+]=CC=1.[O-:25][Cr](Cl)(=O)=O.N1C=CC=CC=1. Product: [Cl:1][C:2]1[CH:7]=[CH:6][C:5]([C:8](=[O:25])[C:9]([C:11]2[CH:16]=[CH:15][C:14]([Cl:17])=[CH:13][C:12]=2[Cl:18])=[O:10])=[CH:4][CH:3]=1. The catalyst class is: 26. (6) Reactant: [C:1]1([C:7]2[C:16]3[C:11](=[CH:12][CH:13]=[CH:14][CH:15]=3)[N:10]=[C:9]([CH:17]3[CH2:22][CH2:21][CH2:20][NH:19][CH2:18]3)[N:8]=2)[CH:6]=[CH:5][CH:4]=[CH:3][CH:2]=1.[ClH:23]. Product: [ClH:23].[C:1]1([C:7]2[C:16]3[C:11](=[CH:12][CH:13]=[CH:14][CH:15]=3)[N:10]=[C:9]([CH:17]3[CH2:22][CH2:21][CH2:20][NH:19][CH2:18]3)[N:8]=2)[CH:2]=[CH:3][CH:4]=[CH:5][CH:6]=1. The catalyst class is: 116. (7) Reactant: [Br:1][C:2]1[CH:9]=[CH:8][C:5]([CH:6]=O)=[CH:4][CH:3]=1.[C:10]([OH:15])(=[O:14])[C:11]([CH3:13])=[O:12].[OH-].[K+:17]. Product: [K+:17].[Br:1][C:2]1[CH:9]=[CH:8][C:5]([CH:6]=[CH:13][C:11](=[O:12])[C:10]([O-:15])=[O:14])=[CH:4][CH:3]=1. The catalyst class is: 5.